Task: Predict which catalyst facilitates the given reaction.. Dataset: Catalyst prediction with 721,799 reactions and 888 catalyst types from USPTO (1) Reactant: [C:1]([CH:5]1[CH2:10][CH2:9][CH:8]([N:11]([CH2:23][C:24]2[CH:32]=[CH:31][C:27]([C:28]([OH:30])=O)=[CH:26][CH:25]=2)[C:12]2[N:16]([CH3:17])[C:15]3[CH:18]=[C:19]([OH:22])[CH:20]=[CH:21][C:14]=3[N:13]=2)[CH2:7][CH2:6]1)([CH3:4])([CH3:3])[CH3:2].O.[NH:34]1[C:38]([NH2:39])=[N:37][N:36]=[N:35]1.C1C=CC2N(O)N=NC=2C=1.C(Cl)CCl.CCN(C(C)C)C(C)C. Product: [C:1]([CH:5]1[CH2:6][CH2:7][CH:8]([N:11]([CH2:23][C:24]2[CH:32]=[CH:31][C:27]([C:28]([NH:39][C:38]3[NH:37][N:36]=[N:35][N:34]=3)=[O:30])=[CH:26][CH:25]=2)[C:12]2[N:16]([CH3:17])[C:15]3[CH:18]=[C:19]([OH:22])[CH:20]=[CH:21][C:14]=3[N:13]=2)[CH2:9][CH2:10]1)([CH3:2])([CH3:4])[CH3:3]. The catalyst class is: 3. (2) Reactant: [F:1][C:2]1[CH:7]=[CH:6][C:5]([N:8]2[C:16]3[C:11](=[CH:12][C:13]([CH:17](O)[C:18]4[CH:26]=[CH:25][C:21]([C:22]([OH:24])=[O:23])=[CH:20][CH:19]=4)=[CH:14][CH:15]=3)[CH:10]=[N:9]2)=[CH:4][CH:3]=1.[CH2:28]([O:35]/[C:36](/[O:39][Si](C)(C)C)=[CH:37]/[CH3:38])[C:29]1[CH:34]=[CH:33][CH:32]=[CH:31][CH:30]=1. Product: [CH2:28]([O:35][C:36](=[O:39])[CH:37]([CH3:38])[CH:17]([C:18]1[CH:26]=[CH:25][C:21]([C:22]([OH:24])=[O:23])=[CH:20][CH:19]=1)[C:13]1[CH:12]=[C:11]2[C:16](=[CH:15][CH:14]=1)[N:8]([C:5]1[CH:6]=[CH:7][C:2]([F:1])=[CH:3][CH:4]=1)[N:9]=[CH:10]2)[C:29]1[CH:34]=[CH:33][CH:32]=[CH:31][CH:30]=1. The catalyst class is: 388. (3) Reactant: C1(C)C=CC(S([N:10]2[C:14]3=[N:15][CH:16]=[CH:17][CH:18]=[C:13]3[CH:12]=[C:11]2[C:19]2[N:20]([CH2:24][C:25]([O:27]C(C)(C)C)=[O:26])[CH:21]=[CH:22][CH:23]=2)(=O)=O)=CC=1.ClCCl.Cl. Product: [NH:10]1[C:14]2=[N:15][CH:16]=[CH:17][CH:18]=[C:13]2[CH:12]=[C:11]1[C:19]1[N:20]([CH2:24][C:25]([OH:27])=[O:26])[CH:21]=[CH:22][CH:23]=1. The catalyst class is: 500. (4) Reactant: [CH3:1][O:2][C:3](=[O:12])[C:4]1[CH:9]=[CH:8][C:7](I)=[CH:6][C:5]=1[OH:11].[CH2:13](OB(C=C)OCCCC)[CH2:14]CC. Product: [CH3:1][O:2][C:3](=[O:12])[C:4]1[CH:9]=[CH:8][C:7]([CH:13]=[CH2:14])=[CH:6][C:5]=1[OH:11]. The catalyst class is: 20. (5) Reactant: [Br:1][C:2]1[CH:7]=[C:6]([F:8])[CH:5]=[CH:4][C:3]=1[C@H:9]1[C:14]([C:15]([O:17][CH2:18][CH3:19])=[O:16])=[C:13]([CH2:20]Br)[NH:12][C:11]([C:22]2[S:23][CH:24]=[CH:25][N:26]=2)=[N:10]1.[NH:27]1[CH2:32][CH2:31][S:30](=[O:34])(=[O:33])[CH2:29][C@H:28]1[C:35]([OH:37])=[O:36].C(=O)([O-])[O-].[K+].[K+]. Product: [Br:1][C:2]1[CH:7]=[C:6]([F:8])[CH:5]=[CH:4][C:3]=1[C@@H:9]1[N:10]=[C:11]([C:22]2[S:23][CH:24]=[CH:25][N:26]=2)[NH:12][C:13]([CH2:20][N:27]2[CH2:32][CH2:31][S:30](=[O:33])(=[O:34])[CH2:29][C@H:28]2[C:35]([OH:37])=[O:36])=[C:14]1[C:15]([O:17][CH2:18][CH3:19])=[O:16]. The catalyst class is: 8. (6) Reactant: N1C=CN=C1.[CH3:6][C:7]([Si:10](Cl)([CH3:12])[CH3:11])([CH3:9])[CH3:8].[Cl:14][C:15]1[CH:16]=[C:17]([CH:22]=[C:23]([CH2:25][OH:26])[CH:24]=1)[C:18]([O:20][CH3:21])=[O:19]. Product: [Si:10]([O:26][CH2:25][C:23]1[CH:22]=[C:17]([CH:16]=[C:15]([Cl:14])[CH:24]=1)[C:18]([O:20][CH3:21])=[O:19])([C:7]([CH3:9])([CH3:8])[CH3:6])([CH3:12])[CH3:11]. The catalyst class is: 3. (7) Reactant: [Br:1][C:2]1[CH:9]=[CH:8][C:5]([CH2:6]Br)=[CH:4][CH:3]=1.[NH:10]1[CH2:15][CH2:14][NH:13][CH2:12][CH2:11]1.C(=O)([O-])[O-].[K+].[K+]. Product: [Br:1][C:2]1[CH:9]=[CH:8][C:5]([CH2:6][N:10]2[CH2:15][CH2:14][NH:13][CH2:12][CH2:11]2)=[CH:4][CH:3]=1. The catalyst class is: 10. (8) Reactant: C(N(C(C)C)CC)(C)C.ClCCl.[NH2:13][C:14]1[C:19]([OH:20])=[C:18]([F:21])[C:17]([C:22]2[CH:27]=[CH:26][CH:25]=[CH:24][CH:23]=2)=[C:16]([CH3:28])[C:15]=1[C:29]#[N:30].[N+:31]([C:34]1[CH:42]=[CH:41][CH:40]=[CH:39][C:35]=1[C:36](Cl)=O)([O-:33])=[O:32]. Product: [F:21][C:18]1[C:17]([C:22]2[CH:27]=[CH:26][CH:25]=[CH:24][CH:23]=2)=[C:16]([CH3:28])[C:15]([C:29]#[N:30])=[C:14]2[C:19]=1[O:20][C:36]([C:35]1[CH:39]=[CH:40][CH:41]=[CH:42][C:34]=1[N+:31]([O-:33])=[O:32])=[N:13]2. The catalyst class is: 6. (9) Reactant: Cl[C:2]1[C:3]2[N:4]([CH:10]=[CH:11][CH:12]=2)[N:5]=[CH:6][C:7]=1[C:8]#[N:9].[O:13]1[CH2:18][CH2:17][CH:16]([NH2:19])[CH2:15][CH2:14]1.CCN(C(C)C)C(C)C. Product: [O:13]1[CH2:18][CH2:17][CH:16]([NH:19][C:2]2[C:3]3[N:4]([CH:10]=[CH:11][CH:12]=3)[N:5]=[CH:6][C:7]=2[C:8]#[N:9])[CH2:15][CH2:14]1. The catalyst class is: 3.